Task: Predict the reaction yield, written as a fraction of the theoretical maximum amount of product (1.0 means a 100% yield; for example, 0.34 means a 34% yield).. Dataset: Reaction yield outcomes from USPTO patents with 853,638 reactions (1) The reactants are [CH2:1]([N:4]1[C:12]2[C:11](=[O:13])[NH:10][C:9](=[O:14])[NH:8][C:7]=2[N:6]=[CH:5]1)[CH:2]=[CH2:3].C1C(=O)N([Cl:22])C(=O)C1.CO. The catalyst is CN(C=O)C. The product is [Cl:22][C:5]1[N:4]([CH2:1][CH:2]=[CH2:3])[C:12]2[C:11](=[O:13])[NH:10][C:9](=[O:14])[NH:8][C:7]=2[N:6]=1. The yield is 0.620. (2) The reactants are [CH3:1][O:2][C:3](=[O:16])[C:4]1[CH:9]=[C:8]([N+:10]([O-:12])=[O:11])[C:7]([NH2:13])=[C:6]([F:14])[C:5]=1F.[F:17][C:18]1[CH:23]=[CH:22][CH:21]=[CH:20][C:19]=1[NH2:24]. The catalyst is C(Cl)Cl. The product is [CH3:1][O:2][C:3](=[O:16])[C:4]1[CH:9]=[C:8]([N+:10]([O-:12])=[O:11])[C:7]([NH2:13])=[C:6]([F:14])[C:5]=1[NH:24][C:19]1[CH:20]=[CH:21][CH:22]=[CH:23][C:18]=1[F:17]. The yield is 0.520. (3) The reactants are C(OC([NH:8][C@H:9]1[CH2:15][CH2:14][C@@H:13]([O:16][C:17]([CH:19]2[CH2:24][CH2:23][CH2:22][CH2:21][CH2:20]2)=[O:18])[CH2:12][NH:11][C:10]1=[O:25])=O)(C)(C)C.C(O)(C(F)(F)F)=O. The catalyst is C(Cl)Cl. The product is [NH2:8][C@H:9]1[CH2:15][CH2:14][C@@H:13]([O:16][C:17]([CH:19]2[CH2:24][CH2:23][CH2:22][CH2:21][CH2:20]2)=[O:18])[CH2:12][NH:11][C:10]1=[O:25]. The yield is 0.850. (4) The reactants are [Br:1][C:2]1[CH:11]=[C:10]2[C:5]([CH2:6][CH2:7][C:8]3([CH2:23][CH2:22][CH:21]([O:24][CH3:25])[CH2:20][CH2:19]3)[C:9]2=[N:12]S(C(C)(C)C)=O)=[CH:4][CH:3]=1.Cl. No catalyst specified. The product is [Br:1][C:2]1[CH:11]=[C:10]2[C:5]([CH2:6][CH2:7][C:8]3([CH2:23][CH2:22][CH:21]([O:24][CH3:25])[CH2:20][CH2:19]3)[C:9]2=[NH:12])=[CH:4][CH:3]=1. The yield is 0.760.